Task: Regression. Given two drug SMILES strings and cell line genomic features, predict the synergy score measuring deviation from expected non-interaction effect.. Dataset: NCI-60 drug combinations with 297,098 pairs across 59 cell lines (1) Drug 1: CC(CN1CC(=O)NC(=O)C1)N2CC(=O)NC(=O)C2. Drug 2: CC(C)NC(=O)C1=CC=C(C=C1)CNNC.Cl. Cell line: HOP-62. Synergy scores: CSS=9.72, Synergy_ZIP=-1.83, Synergy_Bliss=6.82, Synergy_Loewe=0.355, Synergy_HSA=4.24. (2) Drug 1: C1=NC2=C(N=C(N=C2N1C3C(C(C(O3)CO)O)F)Cl)N. Drug 2: CS(=O)(=O)OCCCCOS(=O)(=O)C. Synergy scores: CSS=0.0875, Synergy_ZIP=5.86, Synergy_Bliss=12.4, Synergy_Loewe=1.64, Synergy_HSA=2.73. Cell line: KM12. (3) Drug 1: COC1=NC(=NC2=C1N=CN2C3C(C(C(O3)CO)O)O)N. Drug 2: CS(=O)(=O)OCCCCOS(=O)(=O)C. Cell line: MDA-MB-435. Synergy scores: CSS=-1.85, Synergy_ZIP=2.52, Synergy_Bliss=1.43, Synergy_Loewe=-3.36, Synergy_HSA=-3.12. (4) Drug 1: CC1CCC2CC(C(=CC=CC=CC(CC(C(=O)C(C(C(=CC(C(=O)CC(OC(=O)C3CCCCN3C(=O)C(=O)C1(O2)O)C(C)CC4CCC(C(C4)OC)OCCO)C)C)O)OC)C)C)C)OC. Drug 2: C(CC(=O)O)C(=O)CN.Cl. Cell line: UACC-257. Synergy scores: CSS=2.88, Synergy_ZIP=-0.379, Synergy_Bliss=2.54, Synergy_Loewe=0.181, Synergy_HSA=0.791.